This data is from hERG potassium channel inhibition data for cardiac toxicity prediction from Karim et al.. The task is: Regression/Classification. Given a drug SMILES string, predict its toxicity properties. Task type varies by dataset: regression for continuous values (e.g., LD50, hERG inhibition percentage) or binary classification for toxic/non-toxic outcomes (e.g., AMES mutagenicity, cardiotoxicity, hepatotoxicity). Dataset: herg_karim. (1) The drug is Cc1nccnc1C(=O)N1CCC([C@H](N)Cc2cc(F)c(F)cc2F)CC1. The result is 0 (non-blocker). (2) The compound is O=C(N1CCN(Cc2ccc3c(c2)OCO3)CC1)N1CCSc2ccccc2C1. The result is 1 (blocker). (3) The drug is CCN(CC)C(=O)c1ccc(C(=C2CCN(Cc3ccc(F)cc3)CC2)c2cccc(NC(=O)OC)c2)cc1. The result is 1 (blocker). (4) The molecule is NC(=O)C1CCN(c2c(Cl)cncc2Cl)CC1. The result is 0 (non-blocker). (5) The drug is CC(C)(CO)NC(=O)c1nn(-c2ccc(F)cc2F)c2c1C[C@H]1C[C@@H]21. The result is 0 (non-blocker). (6) The result is 1 (blocker). The drug is N#Cc1ccc(-c2noc(-c3cc(F)cc(C#N)c3)n2)nc1. (7) The drug is CN1CCN(c2ncc3cc(-c4ccccc4)c(-c4ccc(CN5CCC(c6nnc(-c7cc[n+]([O-])cc7)[nH]6)CC5)cc4)nc3n2)CC1. The result is 1 (blocker). (8) The drug is Cc1ccc2c(-c3nnc(SCCCN4CCc5ccc(-c6cc(C)nn6C)cc5CC4)n3C)cccc2n1. The result is 1 (blocker). (9) The compound is CN(C)c1cn(-c2ccc(F)cc2)c2ccc(Cl)cc12. The result is 1 (blocker).